Predict the reactants needed to synthesize the given product. From a dataset of Full USPTO retrosynthesis dataset with 1.9M reactions from patents (1976-2016). Given the product [C:4]([C:6]1[CH:32]=[CH:31][C:9]([O:10][CH2:11][C:12]2[CH:17]=[CH:16][C:15]([CH:18]3[CH2:23][CH2:22][N:21]([C:24]([O:26][C:27]([CH3:28])([CH3:29])[CH3:30])=[O:25])[CH2:20][CH2:19]3)=[CH:14][N:13]=2)=[CH:8][C:7]=1[F:33])([OH:5])=[O:3], predict the reactants needed to synthesize it. The reactants are: C([O:3][C:4]([C:6]1[CH:32]=[CH:31][C:9]([O:10][CH2:11][C:12]2[CH:17]=[CH:16][C:15]([CH:18]3[CH2:23][CH2:22][N:21]([C:24]([O:26][C:27]([CH3:30])([CH3:29])[CH3:28])=[O:25])[CH2:20][CH2:19]3)=[CH:14][N:13]=2)=[CH:8][C:7]=1[F:33])=[O:5])C.O.[OH-].[Li+].Cl.